This data is from Peptide-MHC class II binding affinity with 134,281 pairs from IEDB. The task is: Regression. Given a peptide amino acid sequence and an MHC pseudo amino acid sequence, predict their binding affinity value. This is MHC class II binding data. (1) The peptide sequence is RETYLMCLSPLMANL. The MHC is DRB1_0401 with pseudo-sequence DRB1_0401. The binding affinity (normalized) is 0.771. (2) The peptide sequence is FLRIVQCRSVEGSCG. The MHC is DRB4_0101 with pseudo-sequence DRB4_0103. The binding affinity (normalized) is 0.355. (3) The peptide sequence is LCHICWKPLPTSITV. The MHC is DRB1_0901 with pseudo-sequence DRB1_0901. The binding affinity (normalized) is 0.687. (4) The peptide sequence is NKALGLPKYTKLITFNVHNR. The MHC is DRB1_0401 with pseudo-sequence DRB1_0401. The binding affinity (normalized) is 0.787. (5) The peptide sequence is SQDLELTWNLNGLQAY. The MHC is DRB1_1302 with pseudo-sequence DRB1_1302. The binding affinity (normalized) is 0.624. (6) The peptide sequence is RDKFLANVSTVLTGK. The MHC is DRB1_0405 with pseudo-sequence DRB1_0405. The binding affinity (normalized) is 0.542. (7) The peptide sequence is IKYTRPGDSLAEVEL. The MHC is DRB1_1501 with pseudo-sequence DRB1_1501. The binding affinity (normalized) is 0.128. (8) The peptide sequence is SDYVYQPFPKTVWEQ. The MHC is DRB1_0101 with pseudo-sequence DRB1_0101. The binding affinity (normalized) is 0.574. (9) The peptide sequence is LKLATGMRNVPEKQT. The MHC is HLA-DPA10201-DPB10101 with pseudo-sequence HLA-DPA10201-DPB10101. The binding affinity (normalized) is 0.199. (10) The peptide sequence is KHDDAIVRLRNAGIV. The MHC is DRB1_1302 with pseudo-sequence DRB1_1302. The binding affinity (normalized) is 0.688.